This data is from Full USPTO retrosynthesis dataset with 1.9M reactions from patents (1976-2016). The task is: Predict the reactants needed to synthesize the given product. (1) The reactants are: B(O)O.Br[C:5]1[N:10]=[C:9]([CH:11]=[O:12])[CH:8]=[CH:7][CH:6]=1.[F:13][C:14]([F:25])([F:24])[C:15]1[CH:16]=[C:17](B(O)O)[CH:18]=[CH:19][CH:20]=1. Given the product [F:13][C:14]([F:25])([F:24])[C:15]1[CH:20]=[C:19]([C:5]2[N:10]=[C:9]([CH:11]=[O:12])[CH:8]=[CH:7][CH:6]=2)[CH:18]=[CH:17][CH:16]=1, predict the reactants needed to synthesize it. (2) Given the product [Cl:35][C:36]1[CH:37]=[C:38]([CH:61]=[CH:62][C:63]=1[Cl:64])[CH2:39][N:40]([CH3:60])[C:41]([C:43]1[CH2:47][N:27]([CH2:26][CH2:25][C:28]([NH:30][CH2:31][C:32]([OH:34])=[O:33])=[O:29])[C:45](=[O:58])[C:44]=1[OH:59])=[O:42], predict the reactants needed to synthesize it. The reactants are: ClC1C=C(C=CC=1Cl)CN(C)C(=O)C=C1C(=O)OC(C)(C)O1.C=O.[CH2:25]([C:28]([NH:30][CH2:31][C:32]([OH:34])=[O:33])=[O:29])[CH2:26][NH2:27].[Cl:35][C:36]1[CH:37]=[C:38]([CH:61]=[CH:62][C:63]=1[Cl:64])[CH2:39][N:40]([CH3:60])[C:41]([C:43]1[CH2:47]N(CCC(NCCC(O)=O)=O)[C:45](=[O:58])[C:44]=1[OH:59])=[O:42]. (3) Given the product [Br:1][C:2]1[C:11](=[O:12])[C:10]2[C:5](=[CH:6][CH:7]=[CH:8][CH:9]=2)[C:4](=[O:13])[C:3]=1[CH2:14][CH:15]([CH3:21])[C:16]([OH:18])=[O:17], predict the reactants needed to synthesize it. The reactants are: [Br:1][C:2]1[C:11](=[O:12])[C:10]2[C:5](=[CH:6][CH:7]=[CH:8][CH:9]=2)[C:4](=[O:13])[C:3]=1[CH2:14][CH:15]([CH3:21])[C:16]([O:18]CC)=[O:17].BrC1C(=O)C2C(=CC=CC=2)C(=O)C=1CCC(O)=O.